From a dataset of Kir2.1 potassium channel HTS with 301,493 compounds. Binary Classification. Given a drug SMILES string, predict its activity (active/inactive) in a high-throughput screening assay against a specified biological target. (1) The drug is O(c1cc(CCNC(=O)c2ccncc2)ccc1OC)C. The result is 0 (inactive). (2) The drug is FC(F)(F)c1ccc(CC(=O)N2C(c3c(CC2)cc(OC)c(OC)c3)C)cc1. The result is 0 (inactive). (3) The molecule is Fc1cc(/C=C(\C(=O)NC2C(CCCC2)C)C#N)ccc1F. The result is 0 (inactive). (4) The drug is Clc1cc(c2onc(C(=O)N3CCCCCC3)c2)ccc1. The result is 0 (inactive). (5) The molecule is O=C1N(C(=O)CC1c1ccc(OC(C)C)cc1)c1ccccc1. The result is 0 (inactive). (6) The molecule is O1c2cc(c(NC(=O)CN3CCCCC3)cc2OCC1)CCCC. The result is 0 (inactive). (7) The molecule is O=C(NCC=C)/C(=C\c1ccc(cc1)C(O)=O)C#N. The result is 0 (inactive).